This data is from Forward reaction prediction with 1.9M reactions from USPTO patents (1976-2016). The task is: Predict the product of the given reaction. (1) Given the reactants [CH3:1][N:2]1[CH2:15][CH2:14][C:5]2[NH:6][C:7]3[CH:8]=[CH:9][C:10]([CH3:13])=[CH:11][C:12]=3[C:4]=2[CH2:3]1.N1CCC[C@H]1C(O)=O.P([O-])([O-])([O-])=O.[K+].[K+].[K+].Br[CH:33]=[C:34]([C:36]1[CH:41]=[CH:40][C:39]([Cl:42])=[C:38]([Cl:43])[CH:37]=1)[CH3:35], predict the reaction product. The product is: [Cl:43][C:38]1[CH:37]=[C:36](/[C:34](/[CH3:35])=[CH:33]/[N:6]2[C:7]3[CH:8]=[CH:9][C:10]([CH3:13])=[CH:11][C:12]=3[C:4]3[CH2:3][N:2]([CH3:1])[CH2:15][CH2:14][C:5]2=3)[CH:41]=[CH:40][C:39]=1[Cl:42]. (2) The product is: [C:14]1([N:6]2[C:7]3[C:12](=[CH:11][CH:10]=[CH:9][CH:8]=3)[C:4]([CH2:3][CH2:2][NH2:1])=[CH:5]2)[CH:19]=[CH:18][CH:17]=[CH:16][CH:15]=1. Given the reactants [NH2:1][CH2:2][CH2:3][C:4]1[C:12]2[C:7](=[CH:8][CH:9]=[CH:10][CH:11]=2)[NH:6][CH:5]=1.I[C:14]1[CH:19]=[CH:18][CH:17]=[CH:16][CH:15]=1.[O-]P([O-])([O-])=O.[K+].[K+].[K+].CN[C@@H]1CCCC[C@H]1NC, predict the reaction product. (3) The product is: [Cl:1][C:2]1[N:11]=[CH:10][C:9]2[N:8]([CH2:23][CH2:24][C:25]([CH3:28])([OH:27])[CH3:26])[CH2:7][C@@H:6]3[CH2:12][O:13][CH2:14][CH2:15][N:5]3[C:4]=2[N:3]=1. Given the reactants [Cl:1][C:2]1[N:11]=[CH:10][C:9]2[NH:8][CH2:7][C@@H:6]3[CH2:12][O:13][CH2:14][CH2:15][N:5]3[C:4]=2[N:3]=1.CC(C)([O-])C.[Na+].Br[CH2:23][CH2:24][C:25]([CH3:28])([OH:27])[CH3:26], predict the reaction product.